Dataset: Reaction yield outcomes from USPTO patents with 853,638 reactions. Task: Predict the reaction yield, written as a fraction of the theoretical maximum amount of product (1.0 means a 100% yield; for example, 0.34 means a 34% yield). (1) The reactants are [C:1]([O:5][C:6](=[O:17])[NH:7][CH:8]([CH:12]1[CH2:16][CH2:15][NH:14][CH2:13]1)[CH2:9][C:10]#[N:11])([CH3:4])([CH3:3])[CH3:2].[CH:18]1([N:21]2[C:30]3[C:25](=[CH:26][C:27]([F:33])=[C:28](F)[C:29]=3[CH3:31])[C:24](=[O:34])[NH:23][C:22]2=[O:35])[CH2:20][CH2:19]1.CN(C)C(N(C)C)=N.O. The catalyst is CS(C)=O. The product is [C:1]([O:5][C:6](=[O:17])[NH:7][CH:8]([CH:12]1[CH2:16][CH2:15][N:14]([C:28]2[C:29]([CH3:31])=[C:30]3[C:25]([C:24](=[O:34])[NH:23][C:22](=[O:35])[N:21]3[CH:18]3[CH2:20][CH2:19]3)=[CH:26][C:27]=2[F:33])[CH2:13]1)[CH2:9][C:10]#[N:11])([CH3:4])([CH3:2])[CH3:3]. The yield is 0.290. (2) The reactants are B(Br)(Br)Br.[CH2:5]([NH:7][C:8]([C:10]1[C:18]2[S:17][C:16]([NH:19][C:20](=[O:24])[NH:21][CH2:22][CH3:23])=[N:15][C:14]=2[CH:13]=[C:12]([O:25]C)[CH:11]=1)=[O:9])[CH3:6]. The catalyst is C(Cl)Cl.CCOC(C)=O. The product is [CH2:5]([NH:7][C:8]([C:10]1[C:18]2[S:17][C:16]([NH:19][C:20](=[O:24])[NH:21][CH2:22][CH3:23])=[N:15][C:14]=2[CH:13]=[C:12]([OH:25])[CH:11]=1)=[O:9])[CH3:6]. The yield is 0.310. (3) The reactants are [CH2:1]([C@H:7]1[C@H:10]([CH2:11][C@H:12]([OH:17])[CH2:13][CH2:14][CH:15]=[CH2:16])[O:9][C:8]1=[O:18])[CH2:2][CH2:3][CH2:4][CH2:5][CH3:6].C(N=C=NCCCN(C)C)C.[CH:30]([NH:32][CH2:33][C:34](O)=[O:35])=[O:31]. The catalyst is CN(C)C1C=CN=CC=1.C1(C)C(C)=CC=CC=1. The product is [CH:30]([NH:32][CH2:33][C:34]([O:17][C@H:12]([CH2:13][CH2:14][CH:15]=[CH2:16])[CH2:11][C@H:10]1[C@H:7]([CH2:1][CH2:2][CH2:3][CH2:4][CH2:5][CH3:6])[C:8](=[O:18])[O:9]1)=[O:35])=[O:31]. The yield is 0.550. (4) The reactants are [C:1]([N:4]1[CH2:9][CH2:8][C:7](=O)[CH2:6][CH2:5]1)(=[O:3])[CH3:2].N1CCCCC1.CC1C=CC(S(O)(=O)=O)=CC=1.[Br:28][C:29]1[CH:37]=[CH:36][C:32]([C:33](Cl)=O)=[CH:31][CH:30]=1.Cl.[NH2:39][NH2:40]. The catalyst is C(Cl)Cl.C1C=CC=CC=1. The product is [Br:28][C:29]1[CH:37]=[CH:36][C:32]([C:33]2[C:6]3[CH2:5][N:4]([C:1](=[O:3])[CH3:2])[CH2:9][CH2:8][C:7]=3[NH:40][N:39]=2)=[CH:31][CH:30]=1. The yield is 0.500.